This data is from Catalyst prediction with 721,799 reactions and 888 catalyst types from USPTO. The task is: Predict which catalyst facilitates the given reaction. (1) Reactant: C([N-]C(C)C)(C)C.[Li+].[CH3:9][O:10][C:11]([CH:13]1[CH2:18][CH2:17][O:16][CH2:15][CH2:14]1)=[O:12].CN1CCCN(C)C1=O.F[C:29]1[CH:34]=[CH:33][C:32]([N+:35]([O-:37])=[O:36])=[CH:31][CH:30]=1.[NH4+].[Cl-]. Product: [CH3:9][O:10][C:11]([C:13]1([C:29]2[CH:34]=[CH:33][C:32]([N+:35]([O-:37])=[O:36])=[CH:31][CH:30]=2)[CH2:18][CH2:17][O:16][CH2:15][CH2:14]1)=[O:12]. The catalyst class is: 1. (2) Reactant: [CH3:1][O:2][C:3]1[CH:4]=[C:5]([CH2:9][CH2:10][N:11]2[CH2:16][CH2:15][C:14]3([CH2:25][C:24](=[O:26])[C:23]4[C:18](=[CH:19][CH:20]=[C:21](/[CH:27]=[CH:28]/[C:29](O)=[O:30])[CH:22]=4)[O:17]3)[CH2:13][CH2:12]2)[CH:6]=[CH:7][CH:8]=1.[NH2:32][O:33][CH:34]1[CH2:39][CH2:38][CH2:37][CH2:36][O:35]1. Product: [CH3:1][O:2][C:3]1[CH:4]=[C:5]([CH2:9][CH2:10][N:11]2[CH2:16][CH2:15][C:14]3([CH2:25][C:24](=[O:26])[C:23]4[C:18](=[CH:19][CH:20]=[C:21](/[CH:27]=[CH:28]/[C:29]([NH:32][O:33][CH:34]5[CH2:39][CH2:38][CH2:37][CH2:36][O:35]5)=[O:30])[CH:22]=4)[O:17]3)[CH2:13][CH2:12]2)[CH:6]=[CH:7][CH:8]=1. The catalyst class is: 2. (3) Reactant: Br[C:2]1[CH:7]=[CH:6][C:5]([S:8]([C:11]2[CH:12]=[CH:13][C:14]([NH2:17])=[N:15][CH:16]=2)(=[O:10])=[O:9])=[CH:4][CH:3]=1.[B:18]1([B:18]2[O:22][C:21]([CH3:24])([CH3:23])[C:20]([CH3:26])([CH3:25])[O:19]2)[O:22][C:21]([CH3:24])([CH3:23])[C:20]([CH3:26])([CH3:25])[O:19]1.C([O-])(=O)C.[K+]. Product: [CH3:25][C:20]1([CH3:26])[C:21]([CH3:24])([CH3:23])[O:22][B:18]([C:2]2[CH:7]=[CH:6][C:5]([S:8]([C:11]3[CH:12]=[CH:13][C:14]([NH2:17])=[N:15][CH:16]=3)(=[O:10])=[O:9])=[CH:4][CH:3]=2)[O:19]1. The catalyst class is: 12. (4) Reactant: [Cl:1][C:2]1[CH:7]=[CH:6][C:5]([C:8]2[N:9]=[C:10]([C:13]([OH:15])=O)[S:11][CH:12]=2)=[CH:4][CH:3]=1.C1N=CN(C(N2C=NC=C2)=O)C=1.[Cl:28][C:29]1[CH:30]=[C:31]([CH:34]=[CH:35][C:36]=1[F:37])[CH2:32][NH2:33]. Product: [Cl:28][C:29]1[CH:30]=[C:31]([CH:34]=[CH:35][C:36]=1[F:37])[CH2:32][NH:33][C:13]([C:10]1[S:11][CH:12]=[C:8]([C:5]2[CH:4]=[CH:3][C:2]([Cl:1])=[CH:7][CH:6]=2)[N:9]=1)=[O:15]. The catalyst class is: 1.